From a dataset of Forward reaction prediction with 1.9M reactions from USPTO patents (1976-2016). Predict the product of the given reaction. (1) Given the reactants [Cl:1][C:2]1[CH:3]=[C:4]([N+:9]([O-:11])=[O:10])[CH:5]=[CH:6][C:7]=1F.C([O-])([O-])=O.[K+].[K+].[CH3:18][N:19]1[CH2:24][CH2:23][NH:22][CH2:21][CH2:20]1, predict the reaction product. The product is: [Cl:1][C:2]1[CH:3]=[C:4]([N+:9]([O-:11])=[O:10])[CH:5]=[CH:6][C:7]=1[N:22]1[CH2:23][CH2:24][N:19]([CH3:18])[CH2:20][CH2:21]1. (2) Given the reactants [O:1]1[C:5]2([CH2:10][CH2:9][CH:8]([C:11]([O:13]CC)=[O:12])[CH2:7][CH2:6]2)[O:4][CH2:3][CH2:2]1.[Li+].[OH-], predict the reaction product. The product is: [O:1]1[C:5]2([CH2:10][CH2:9][CH:8]([C:11]([OH:13])=[O:12])[CH2:7][CH2:6]2)[O:4][CH2:3][CH2:2]1. (3) Given the reactants [C:1]([C:4]1[CH:9]=[CH:8][CH:7]=[CH:6][CH:5]=1)(=[O:3])[CH3:2].B1(C)OC(C2C=CC=CC=2)(C2C=CC=CC=2)[C@@H]2N1CCC2, predict the reaction product. The product is: [C:4]1([C@@H:1]([OH:3])[CH3:2])[CH:9]=[CH:8][CH:7]=[CH:6][CH:5]=1. (4) Given the reactants [C:1]([O:5][C:6]([N:8]([CH2:25][CH:26]1[CH2:28][CH2:27]1)[CH:9]1[CH2:14][CH2:13][N:12](C(OCC2C=CC=CC=2)=O)[CH2:11][CH2:10]1)=[O:7])([CH3:4])([CH3:3])[CH3:2], predict the reaction product. The product is: [CH:26]1([CH2:25][N:8]([CH:9]2[CH2:14][CH2:13][NH:12][CH2:11][CH2:10]2)[C:6](=[O:7])[O:5][C:1]([CH3:4])([CH3:2])[CH3:3])[CH2:28][CH2:27]1. (5) Given the reactants [N+:1]([C:4]1[N:5]=[C:6]([S:9][C:10]2[CH:15]=[CH:14][CH:13]=[CH:12][C:11]=2[N+:16]([O-:18])=[O:17])[NH:7][CH:8]=1)([O-:3])=[O:2].[K].[C:20](=O)([O-])[O-].[F-].[Cs+].[C:26]([O:29][CH2:30][CH3:31])(=O)C, predict the reaction product. The product is: [CH3:20][C@@:30]1([CH2:31][N:7]2[CH:8]=[C:4]([N+:1]([O-:3])=[O:2])[N:5]=[C:6]2[S:9][C:10]2[CH:15]=[CH:14][CH:13]=[CH:12][C:11]=2[N+:16]([O-:18])=[O:17])[CH2:26][O:29]1. (6) Given the reactants Cl.[F:2][C:3]([F:15])([F:14])[C:4]1[CH:5]=[C:6]([CH:11]=[CH:12][CH:13]=1)[C:7]([NH:9][NH2:10])=[O:8].[CH3:16][O:17][C:18]([C:20]1[CH:25]=[CH:24][C:23]([CH2:26][C:27](O)=[O:28])=[CH:22][CH:21]=1)=[O:19].CN(C)CCCN=C=NCC.ON1C2C=CC=CC=2N=N1, predict the reaction product. The product is: [O:28]=[C:27]([NH:10][NH:9][C:7]([C:6]1[CH:11]=[CH:12][CH:13]=[C:4]([C:3]([F:14])([F:15])[F:2])[CH:5]=1)=[O:8])[CH2:26][C:23]1[CH:24]=[CH:25][C:20]([C:18]([O:17][CH3:16])=[O:19])=[CH:21][CH:22]=1. (7) Given the reactants [N:1]1[CH:2]=[N:3][N:4]2[CH:9]=[C:8]([C:10]3[O:11][C:12]4([CH2:27][CH2:26][CH:25]([CH2:28][C:29](O)=[O:30])[CH2:24][CH2:23]4)[C:13](=[O:22])[C:14]=3[C:15]3[CH:16]=[C:17]([CH3:21])[CH:18]=[CH:19][CH:20]=3)[CH:7]=[CH:6][C:5]=12.CN(C(ON1N=NC2C=CC=NC1=2)=[N+](C)C)C.F[P-](F)(F)(F)(F)F.[NH2:56][CH2:57][CH2:58][CH2:59][N:60]1[CH2:64][CH2:63][CH2:62][C:61]1=[O:65], predict the reaction product. The product is: [N:1]1[CH:2]=[N:3][N:4]2[CH:9]=[C:8]([C:10]3[O:11][C:12]4([CH2:23][CH2:24][C:25](=[CH:28][C:29]([NH:56][CH2:57][CH2:58][CH2:59][N:60]5[CH2:64][CH2:63][CH2:62][C:61]5=[O:65])=[O:30])[CH2:26][CH2:27]4)[C:13](=[O:22])[C:14]=3[C:15]3[CH:16]=[C:17]([CH3:21])[CH:18]=[CH:19][CH:20]=3)[CH:7]=[CH:6][C:5]=12.